From a dataset of Forward reaction prediction with 1.9M reactions from USPTO patents (1976-2016). Predict the product of the given reaction. (1) Given the reactants C(=O)([O-])[O-].[Cs+].[Cs+].Cl[C:8]1[CH:9]=[N:10][CH:11]=[C:12]([Cl:14])[CH:13]=1.[C:15]([C:17]1[CH:18]=[C:19]([CH:22]=[CH:23][CH:24]=1)[C:20]#[N:21])#[CH:16].C1(P(C2CCCCC2)C2C=CC=CC=2C2C(C(C)C)=CC(C(C)C)=CC=2C(C)C)CCCCC1, predict the reaction product. The product is: [Cl:14][C:12]1[CH:13]=[C:8]([C:16]#[C:15][C:17]2[CH:18]=[C:19]([CH:22]=[CH:23][CH:24]=2)[C:20]#[N:21])[CH:9]=[N:10][CH:11]=1. (2) Given the reactants CC[CH2:3][CH2:4][O-:5].[Na+].C(O)C.[Cl:10][C:11]1[CH:18]=[CH:17][CH:16]=[C:15](F)[C:12]=1[C:13]#[N:14].C(Cl)(Cl)Cl, predict the reaction product. The product is: [Cl:10][C:11]1[CH:18]=[CH:17][CH:16]=[C:15]([O:5][CH2:4][CH3:3])[C:12]=1[C:13]#[N:14]. (3) Given the reactants [Cl:1][C:2]1[CH:7]=[CH:6][CH:5]=[C:4]([Cl:8])[C:3]=1[C:9]1[C:13]([CH2:14]O)=[C:12]([CH:16]([CH3:18])[CH3:17])[O:11][N:10]=1.[CH3:19][O:20][C:21]([C:23]1[C:31]2[C:26](=[CH:27][C:28]([C:32]3[CH:37]=[CH:36][C:35]([OH:38])=[CH:34][C:33]=3C)=[CH:29][CH:30]=2)[N:25]([CH:40]([CH3:42])[CH3:41])[C:24]=1[CH3:43])=[O:22].[CH2:44](P(CCCC)CCCC)CCC.C1CCN([C:63](/N=N/C(N2CCCCC2)=O)=[O:64])CC1, predict the reaction product. The product is: [CH2:19]([O:20][C:21]([C:23]1[C:31]2[C:26](=[CH:27][C:28]([C:32]3[CH:37]=[CH:36][C:35]([O:38][CH2:14][C:13]4[C:9]([C:3]5[C:2]([Cl:1])=[CH:7][CH:6]=[CH:5][C:4]=5[Cl:8])=[N:10][O:11][C:12]=4[CH:16]([CH3:18])[CH3:17])=[CH:34][C:33]=3[O:64][CH3:63])=[CH:29][CH:30]=2)[N:25]([CH:40]([CH3:42])[CH3:41])[C:24]=1[CH3:43])=[O:22])[CH3:44]. (4) The product is: [C:24]([CH:23]([NH:22][C:20]([C@@H:15]1[CH2:16][CH2:17][CH2:18][CH2:19][C@@H:14]1[NH:13][C:11]([C:3]1[N:2]([CH3:1])[C:10]2[C:5]([CH:4]=1)=[CH:6][CH:7]=[CH:8][CH:9]=2)=[O:12])=[O:21])[CH2:27][CH2:28][C:29]#[N:31])#[N:26]. Given the reactants [CH3:1][N:2]1[C:10]2[C:5](=[CH:6][CH:7]=[CH:8][CH:9]=2)[CH:4]=[C:3]1[C:11]([NH:13][C@H:14]1[CH2:19][CH2:18][CH2:17][CH2:16][C@H:15]1[C:20]([NH:22][C@@H:23]([CH2:27][CH2:28][C:29]([NH2:31])=O)[C:24]([NH2:26])=O)=[O:21])=[O:12].FC(F)(F)C(OC(=O)C(F)(F)F)=O.Cl, predict the reaction product. (5) The product is: [Cl:11][C:9]1[C:10]2[C:2]([S:19][CH3:18])=[CH:3][S:4][C:5]=2[N:6]=[CH:7][N:8]=1. Given the reactants Br[C:2]1[C:10]2[C:9]([Cl:11])=[N:8][CH:7]=[N:6][C:5]=2[S:4][CH:3]=1.C([Mg]Cl)(C)C.C[CH2:18][S:19](=S)([O-])=O, predict the reaction product. (6) The product is: [CH2:16]1[CH:17]2[CH2:22][NH:21][CH2:20][CH:18]2[CH2:19][N:15]1[C:13]([C:8]1[CH:9]=[CH:10][CH:11]=[CH:12][C:7]=1[C:6]1[N:2]([CH3:1])[N:3]=[CH:4][N:5]=1)=[O:14]. Given the reactants [CH3:1][N:2]1[C:6]([C:7]2[CH:12]=[CH:11][CH:10]=[CH:9][C:8]=2[C:13]([N:15]2[CH2:19][CH:18]3[CH2:20][N:21](C(OC(C)(C)C)=O)[CH2:22][CH:17]3[CH2:16]2)=[O:14])=[N:5][CH:4]=[N:3]1.C(O)(C(F)(F)F)=O, predict the reaction product. (7) Given the reactants Cl[C:2]1[N:7]=[C:6]([NH:8][CH:9]([C:11]2[CH:16]=[CH:15][CH:14]=[CH:13][N:12]=2)[CH3:10])[C:5]([N+:17]([O-:19])=[O:18])=[CH:4][CH:3]=1.C[Si]([N-][Si](C)(C)C)(C)C.[K+].[OH:30][CH:31]1[CH2:36][CH2:35][N:34]([CH3:37])[CH2:33][CH2:32]1.O, predict the reaction product. The product is: [CH3:37][N:34]1[CH2:35][CH2:36][CH:31]([O:30][C:2]2[N:7]=[C:6]([NH:8][CH:9]([C:11]3[CH:16]=[CH:15][CH:14]=[CH:13][N:12]=3)[CH3:10])[C:5]([N+:17]([O-:19])=[O:18])=[CH:4][CH:3]=2)[CH2:32][CH2:33]1. (8) Given the reactants C[O:2][C:3](=[O:35])[C@H:4]([CH2:17][C:18]1[CH:23]=[CH:22][C:21]([NH:24][C:25]([C:27]2[C:32]([Cl:33])=[CH:31][CH:30]=[CH:29][C:28]=2[Cl:34])=[O:26])=[CH:20][CH:19]=1)[NH:5][C:6]([C:8]1([CH2:13][CH2:14][O:15][CH3:16])[CH2:12][CH2:11][CH2:10][CH2:9]1)=[O:7].[OH-].[Na+], predict the reaction product. The product is: [Cl:33][C:32]1[CH:31]=[CH:30][CH:29]=[C:28]([Cl:34])[C:27]=1[C:25]([NH:24][C:21]1[CH:22]=[CH:23][C:18]([CH2:17][C@@H:4]([C:3]([OH:35])=[O:2])[NH:5][C:6]([C:8]2([CH2:13][CH2:14][O:15][CH3:16])[CH2:12][CH2:11][CH2:10][CH2:9]2)=[O:7])=[CH:19][CH:20]=1)=[O:26]. (9) The product is: [F:12][C:13]1[CH:18]=[CH:17][C:16]([O:19][C:2]2[CH:10]=[CH:9][CH:8]=[C:7]([CH3:11])[C:3]=2[C:4]([OH:6])=[O:5])=[CH:15][CH:14]=1. Given the reactants Cl[C:2]1[CH:10]=[CH:9][CH:8]=[C:7]([CH3:11])[C:3]=1[C:4]([OH:6])=[O:5].[F:12][C:13]1[CH:18]=[CH:17][C:16]([OH:19])=[CH:15][CH:14]=1, predict the reaction product. (10) Given the reactants [CH2:1]([S:3]([N:6]1[CH2:11][CH2:10][CH:9]([C:12]2[C:20]3[C:15](=[C:16]([C:35]([NH2:37])=[O:36])[CH:17]=[C:18]([C:21]4[CH:26]=[CH:25][CH:24]=[C:23]([CH2:27][NH:28][C:29](=[O:34])[CH2:30][CH2:31][CH2:32][CH3:33])[CH:22]=4)[CH:19]=3)[NH:14][CH:13]=2)[CH2:8][CH2:7]1)(=[O:5])=[O:4])[CH3:2].CC1(C)C(C)(C)OB(C2C=C([CH2:52][NH:53]C(=O)CCCC)C=CC=2)O1, predict the reaction product. The product is: [CH2:1]([S:3]([N:6]1[CH2:7][CH2:8][CH:9]([C:12]2[C:20]3[C:15](=[C:16]([C:35]([NH2:37])=[O:36])[CH:17]=[C:18]([C:21]4[CH:26]=[CH:25][CH:24]=[C:23]([CH2:27][NH:28][C:29]([C:30]5[N:53]([CH3:52])[CH:33]=[CH:32][CH:31]=5)=[O:34])[CH:22]=4)[CH:19]=3)[NH:14][CH:13]=2)[CH2:10][CH2:11]1)(=[O:5])=[O:4])[CH3:2].